This data is from Catalyst prediction with 721,799 reactions and 888 catalyst types from USPTO. The task is: Predict which catalyst facilitates the given reaction. (1) Reactant: [CH2:1]([O:8][C:9]([NH:11][C@@H:12]([CH:17]1[CH2:26][CH2:25][C:20]2(OCC[O:21]2)[CH2:19][CH2:18]1)[C:13]([O:15][CH3:16])=[O:14])=[O:10])[C:2]1[CH:7]=[CH:6][CH:5]=[CH:4][CH:3]=1.C(O)(=O)C.ClC(Cl)C(O)=O.[OH-].[Na+]. Product: [CH2:1]([O:8][C:9]([NH:11][C@@H:12]([CH:17]1[CH2:18][CH2:19][C:20](=[O:21])[CH2:25][CH2:26]1)[C:13]([O:15][CH3:16])=[O:14])=[O:10])[C:2]1[CH:7]=[CH:6][CH:5]=[CH:4][CH:3]=1. The catalyst class is: 132. (2) Reactant: CC(O)C.[Cl:5][C:6]1[CH:7]=[CH:8][C:9]2[N:15]3[CH:16]=[CH:17][CH:18]=[C:14]3[C@@H:13]([CH2:19][CH2:20][N:21]3C=C(CC#N)C=[N:22]3)O[C@H:11]([C:29]3[CH:34]=[CH:33][CH:32]=[C:31]([O:35][CH3:36])[C:30]=3[O:37][CH3:38])[C:10]=2[CH:39]=1.[OH-:40].[Na+].C(O)(=O)[CH2:43][C:44]([CH2:49][C:50]([OH:52])=[O:51])([C:46](O)=O)O. Product: [Cl:5][C:6]1[CH:7]=[CH:8][C:9]2[N:15]3[CH:16]=[CH:17][CH:18]=[C:14]3[C@@H:13]([CH2:19][CH2:20][N:21]3[CH:43]=[C:44]([CH2:49][C:50]([OH:52])=[O:51])[CH:46]=[N:22]3)[O:40][C@H:11]([C:29]3[CH:34]=[CH:33][CH:32]=[C:31]([O:35][CH3:36])[C:30]=3[O:37][CH3:38])[C:10]=2[CH:39]=1. The catalyst class is: 4.